Dataset: Reaction yield outcomes from USPTO patents with 853,638 reactions. Task: Predict the reaction yield, written as a fraction of the theoretical maximum amount of product (1.0 means a 100% yield; for example, 0.34 means a 34% yield). (1) The reactants are Cl.[NH2:2][CH2:3][C:4]1[CH:13]=[CH:12][C:7]([C:8]([O:10][CH3:11])=[O:9])=[CH:6][CH:5]=1.CCN(CC)CC.[Cl:21][C:22]1[CH:27]=[CH:26][C:25]([S:28](Cl)(=[O:30])=[O:29])=[CH:24][CH:23]=1.O. The catalyst is ClCCl. The product is [Cl:21][C:22]1[CH:27]=[CH:26][C:25]([S:28]([NH:2][CH2:3][C:4]2[CH:5]=[CH:6][C:7]([C:8]([O:10][CH3:11])=[O:9])=[CH:12][CH:13]=2)(=[O:30])=[O:29])=[CH:24][CH:23]=1. The yield is 0.850. (2) The reactants are [CH3:1][S:2](Cl)(=[O:4])=[O:3].[CH3:6][N:7]1[C:11]([C:12]2[CH:17]=[CH:16][N:15]=[C:14]([NH:18][C:19]3[CH:24]=[CH:23][C:22]([NH2:25])=[CH:21][CH:20]=3)[N:13]=2)=[CH:10][N:9]=[C:8]1[CH3:26].N1C=CC=CC=1. The catalyst is C(Cl)Cl. The product is [CH3:6][N:7]1[C:11]([C:12]2[CH:17]=[CH:16][N:15]=[C:14]([NH:18][C:19]3[CH:24]=[CH:23][C:22]([NH:25][S:2]([CH3:1])(=[O:4])=[O:3])=[CH:21][CH:20]=3)[N:13]=2)=[CH:10][N:9]=[C:8]1[CH3:26]. The yield is 0.650. (3) The reactants are ClC1C=C(C=CN=1)C(NC1C=CC(C)=C(C2C=CC(C(O)=O)=CC=2)C=1)=O.[CH3:27][C:28]1[CH:33]=[CH:32][C:31]([NH:34][C:35](=[O:47])[C:36]2[CH:41]=[CH:40][N:39]=[C:38]([N:42]3[CH2:46][CH2:45][CH2:44][CH2:43]3)[CH:37]=2)=[CH:30][C:29]=1[C:48]1[CH:53]=[CH:52][C:51]([C:54]([OH:56])=[O:55])=[CH:50][CH:49]=1.N1CCCC1. No catalyst specified. The product is [CH3:27][C:28]1[CH:33]=[CH:32][C:31]([NH:34][C:35](=[O:47])[C:36]2[CH:41]=[CH:40][N:39]=[C:38]([N:42]3[CH2:46][CH2:45][CH2:44][CH2:43]3)[CH:37]=2)=[CH:30][C:29]=1[C:48]1[CH:49]=[CH:50][C:51]([C:54]([OH:56])=[O:55])=[CH:52][CH:53]=1. The yield is 0.830. (4) The reactants are C(O)(=O)C.[NH2:5][C:6]1[C:7](=[O:20])[N:8]([CH2:16][CH2:17][CH2:18][CH3:19])[C:9]2[CH2:10][CH2:11][CH2:12][CH2:13][C:14]=2[CH:15]=1.[CH2:21]([N:28]=[C:29]=[O:30])[C:22]1[CH:27]=[CH:26][CH:25]=[CH:24][CH:23]=1.Cl. The catalyst is C(Cl)Cl.CN(C)C1C=CN=CC=1. The product is [CH2:21]([NH:28][C:29]([NH:5][C:6]1[C:7](=[O:20])[N:8]([CH2:16][CH2:17][CH2:18][CH3:19])[C:9]2[CH2:10][CH2:11][CH2:12][CH2:13][C:14]=2[CH:15]=1)=[O:30])[C:22]1[CH:27]=[CH:26][CH:25]=[CH:24][CH:23]=1. The yield is 0.790. (5) The reactants are [Cl-].[C:2]([C:4]1[C:16]([N+:17]([O-])=O)=[CH:15][CH:14]=[CH:13][C:5]=1[O:6][CH2:7][C@@H:8]1[CH2:12][CH2:11][CH2:10][NH2+:9]1)#[N:3].[CH2:20]([N:23]=[C:24]=[O:25])[CH2:21][CH3:22]. No catalyst specified. The product is [NH2:17][C:16]1[C:4]([C:2]#[N:3])=[C:5]([CH:13]=[CH:14][CH:15]=1)[O:6][CH2:7][C@@H:8]1[CH2:12][CH2:11][CH2:10][N:9]1[C:24]([NH:23][CH2:20][CH2:21][CH3:22])=[O:25]. The yield is 1.00.